This data is from Forward reaction prediction with 1.9M reactions from USPTO patents (1976-2016). The task is: Predict the product of the given reaction. (1) Given the reactants [Br:1][C:2]1[CH:3]=[CH:4][C:5]([Cl:15])=[C:6]([C:8](=[O:14])[CH2:9]N(OC)C)[CH:7]=1.Br[Mg]C1[CH:23]=[CH:22][C:21]([O:24][C:25]([F:28])([F:27])[F:26])=[CH:20][CH:19]=1, predict the reaction product. The product is: [Br:1][C:2]1[CH:3]=[CH:4][C:5]([Cl:15])=[C:6]([C:8]([C:9]2[CH:23]=[CH:22][C:21]([O:24][C:25]([F:28])([F:27])[F:26])=[CH:20][CH:19]=2)=[O:14])[CH:7]=1. (2) Given the reactants [CH2:1]([C@H:8]1[CH2:13][N:12]([C:14]2[CH:19]=[CH:18][C:17]([O:20][CH3:21])=[C:16]([O:22][CH:23]3[CH2:27][CH2:26][CH2:25][CH2:24]3)[CH:15]=2)[CH2:11][CH2:10][N:9]1[C:28](=[O:35])[CH2:29][C:30]([O:32]CC)=O)[C:2]1[CH:7]=[CH:6][CH:5]=[CH:4][CH:3]=1.O.[NH2:37][NH2:38].[C-]#N.[Na+].NN, predict the reaction product. The product is: [CH2:1]([C@H:8]1[CH2:13][N:12]([C:14]2[CH:19]=[CH:18][C:17]([O:20][CH3:21])=[C:16]([O:22][CH:23]3[CH2:24][CH2:25][CH2:26][CH2:27]3)[CH:15]=2)[CH2:11][CH2:10][N:9]1[C:28](=[O:35])[CH2:29][C:30]([NH:37][NH2:38])=[O:32])[C:2]1[CH:7]=[CH:6][CH:5]=[CH:4][CH:3]=1. (3) Given the reactants [NH2:1][C:2]1[C:3]([C:9]2[CH:27]=[CH:26][C:12]([C:13]([NH:15][C@@H:16]([C:19]3[CH:24]=[CH:23][CH:22]=[C:21]([Cl:25])[CH:20]=3)[CH2:17][OH:18])=[O:14])=[C:11]([F:28])[CH:10]=2)=[N:4][C:5](Br)=[CH:6][N:7]=1.[CH3:29][N:30]1[CH:34]=[C:33](B2OC(C)(C)C(C)(C)O2)[C:32]([CH3:44])=[N:31]1.C([O-])([O-])=O.[Na+].[Na+].S([O-])([O-])(=O)=O.[Na+].[Na+], predict the reaction product. The product is: [NH2:1][C:2]1[C:3]([C:9]2[CH:27]=[CH:26][C:12]([C:13]([NH:15][C@@H:16]([C:19]3[CH:24]=[CH:23][CH:22]=[C:21]([Cl:25])[CH:20]=3)[CH2:17][OH:18])=[O:14])=[C:11]([F:28])[CH:10]=2)=[N:4][C:5]([C:33]2[C:32]([CH3:44])=[N:31][N:30]([CH3:29])[CH:34]=2)=[CH:6][N:7]=1. (4) The product is: [F:17][C:15]([F:16])([F:18])[C:11]1[CH:10]=[C:9]([N:6]2[CH:7]=[N:8][C:4]([NH2:1])=[N:5]2)[CH:14]=[CH:13][CH:12]=1. Given the reactants [N+:1]([C:4]1[N:8]=[CH:7][N:6]([C:9]2[CH:14]=[CH:13][CH:12]=[C:11]([C:15]([F:18])([F:17])[F:16])[CH:10]=2)[N:5]=1)([O-])=O, predict the reaction product.